The task is: Predict which catalyst facilitates the given reaction.. This data is from Catalyst prediction with 721,799 reactions and 888 catalyst types from USPTO. (1) The catalyst class is: 10. Product: [F:2][C:3]1([F:9])[CH2:8][CH2:7][N:6]([C:17]2[N:22]=[CH:21][N:20]=[C:19]3[N:23]([CH2:26][CH2:27][N:28]4[CH2:33][CH2:32][CH2:31][CH2:30][CH2:29]4)[N:24]=[CH:25][C:18]=23)[CH2:5][CH2:4]1. Reactant: Cl.[F:2][C:3]1([F:9])[CH2:8][CH2:7][NH:6][CH2:5][CH2:4]1.C(=O)([O-])[O-].[K+].[K+].Cl[C:17]1[N:22]=[CH:21][N:20]=[C:19]2[N:23]([CH2:26][CH2:27][N:28]3[CH2:33][CH2:32][CH2:31][CH2:30][CH2:29]3)[N:24]=[CH:25][C:18]=12. (2) Reactant: [C:1]([O:5][C:6]([NH:8][C@@H:9]([C@@H:13]([O:15][C:16]1[CH:21]=[C:20]([CH3:22])[CH:19]=[CH:18][C:17]=1[N+:23]([O-])=O)[CH3:14])[C:10]([OH:12])=[O:11])=[O:7])([CH3:4])([CH3:3])[CH3:2]. Product: [NH2:23][C:17]1[CH:18]=[CH:19][C:20]([CH3:22])=[CH:21][C:16]=1[O:15][C@@H:13]([CH3:14])[C@H:9]([NH:8][C:6]([O:5][C:1]([CH3:3])([CH3:4])[CH3:2])=[O:7])[C:10]([OH:12])=[O:11]. The catalyst class is: 50. (3) Reactant: [CH2:1]([N:8]1[C:12](OS(C(F)(F)F)(=O)=O)=[CH:11][C:10]([C:21]([O:23][CH3:24])=[O:22])=[N:9]1)[C:2]1[CH:7]=[CH:6][CH:5]=[CH:4][CH:3]=1.[CH:25]1(B(O)O)[CH2:27][CH2:26]1.C(=O)([O-])[O-].[Na+].[Na+]. Product: [CH2:1]([N:8]1[C:12]([CH:25]2[CH2:27][CH2:26]2)=[CH:11][C:10]([C:21]([O:23][CH3:24])=[O:22])=[N:9]1)[C:2]1[CH:7]=[CH:6][CH:5]=[CH:4][CH:3]=1. The catalyst class is: 57. (4) Reactant: [O:1]1[CH2:6][CH2:5][CH2:4][CH2:3][CH:2]1[O:7][CH2:8][CH2:9][C:10]1[N:11]=[CH:12][C:13]([C:16]([O:18]C)=[O:17])=[N:14][CH:15]=1.[OH-].[Na+].Cl. Product: [O:1]1[CH2:6][CH2:5][CH2:4][CH2:3][CH:2]1[O:7][CH2:8][CH2:9][C:10]1[N:11]=[CH:12][C:13]([C:16]([OH:18])=[O:17])=[N:14][CH:15]=1. The catalyst class is: 430. (5) Reactant: [Br:1][C:2]1[S:11][C:5]2[N:6]=[CH:7][N:8]=[C:9](Cl)[C:4]=2[C:3]=1[CH3:12].C(OC(=O)[NH:19][CH2:20][CH:21]([O:23][C:24]1[CH:29]=[C:28]([F:30])[CH:27]=[CH:26][C:25]=1[NH2:31])[CH3:22])(C)(C)C.CCN(C(C)C)C(C)C. The catalyst class is: 12. Product: [NH2:19][CH2:20][CH:21]([CH3:22])[O:23][C:24]1[CH:29]=[C:28]([F:30])[CH:27]=[CH:26][C:25]=1[NH:31][C:9]1[C:4]2[C:3]([CH3:12])=[C:2]([Br:1])[S:11][C:5]=2[N:6]=[CH:7][N:8]=1.